Task: Regression. Given a peptide amino acid sequence and an MHC pseudo amino acid sequence, predict their binding affinity value. This is MHC class I binding data.. Dataset: Peptide-MHC class I binding affinity with 185,985 pairs from IEDB/IMGT (1) The peptide sequence is TPRIANRLL. The MHC is HLA-B57:01 with pseudo-sequence HLA-B57:01. The binding affinity (normalized) is 0.0847. (2) The binding affinity (normalized) is 0.0594. The peptide sequence is NMLRIMASL. The MHC is HLA-A01:01 with pseudo-sequence HLA-A01:01. (3) The peptide sequence is WFFNNYLRK. The MHC is HLA-A33:01 with pseudo-sequence HLA-A33:01. The binding affinity (normalized) is 0.372. (4) The peptide sequence is EIYKRWII. The MHC is HLA-A01:01 with pseudo-sequence HLA-A01:01. The binding affinity (normalized) is 0. (5) The peptide sequence is LTEEFYHSY. The MHC is HLA-A32:01 with pseudo-sequence HLA-A32:01. The binding affinity (normalized) is 0.114. (6) The peptide sequence is MSQMPPHPY. The MHC is HLA-A23:01 with pseudo-sequence HLA-A23:01. The binding affinity (normalized) is 0.0847. (7) The peptide sequence is LTFLHTLYK. The MHC is HLA-A31:01 with pseudo-sequence HLA-A31:01. The binding affinity (normalized) is 0.499. (8) The peptide sequence is YVVIAILTVV. The MHC is HLA-A68:02 with pseudo-sequence HLA-A68:02. The binding affinity (normalized) is 0.661. (9) The peptide sequence is GAPWKIWML. The MHC is HLA-B57:01 with pseudo-sequence HLA-B57:01. The binding affinity (normalized) is 0.0847.